This data is from Catalyst prediction with 721,799 reactions and 888 catalyst types from USPTO. The task is: Predict which catalyst facilitates the given reaction. (1) Reactant: [I-].ClC1C=CC=C[N+]=1C.CCN(C(C)C)C(C)C.[C:19]1([CH3:31])[CH:24]=[CH:23][C:22]([C:25]2[N:26]=[C:27]([NH2:30])[S:28][CH:29]=2)=[CH:21][CH:20]=1.[C:32]([O:36][C:37]([NH:39][C:40]1[S:41][C:42]([C:45](O)=[O:46])=[CH:43][N:44]=1)=[O:38])([CH3:35])([CH3:34])[CH3:33]. Product: [C:19]1([CH3:31])[CH:20]=[CH:21][C:22]([C:25]2[N:26]=[C:27]([NH:30][C:45]([C:42]3[S:41][C:40]([NH:39][C:37](=[O:38])[O:36][C:32]([CH3:34])([CH3:33])[CH3:35])=[N:44][CH:43]=3)=[O:46])[S:28][CH:29]=2)=[CH:23][CH:24]=1. The catalyst class is: 31. (2) Reactant: [C:1]([C:3]1[CH:4]=[C:5]([C:9]2[C:10]([C:14]([O:16][CH3:17])=[O:15])=[CH:11][NH:12][CH:13]=2)[CH:6]=[CH:7][CH:8]=1)#[N:2].[Cl:18]N1C(=O)CCC1=O.O. Product: [Cl:18][C:13]1[NH:12][CH:11]=[C:10]([C:14]([O:16][CH3:17])=[O:15])[C:9]=1[C:5]1[CH:6]=[CH:7][CH:8]=[C:3]([C:1]#[N:2])[CH:4]=1. The catalyst class is: 7. (3) Product: [CH2:31]([O:30][P:28]([CH2:27][CH:26]=[CH:25][CH2:24][CH:4]([CH2:5][C:6]([CH3:23])=[CH:7][CH2:8][C:9]1[C:10]([OH:22])=[C:11]2[C:15](=[C:16]([CH3:20])[C:17]=1[O:18][CH3:19])[CH2:14][O:13][C:12]2=[O:21])[C:3]([OH:36])=[O:2])([O:33][CH2:34][CH3:35])=[O:29])[CH3:32]. Reactant: C[O:2][C:3](=[O:36])[CH:4]([CH2:24][CH:25]=[CH:26][CH2:27][P:28]([O:33][CH2:34][CH3:35])([O:30][CH2:31][CH3:32])=[O:29])[CH2:5][C:6]([CH3:23])=[CH:7][CH2:8][C:9]1[C:10]([OH:22])=[C:11]2[C:15](=[C:16]([CH3:20])[C:17]=1[O:18][CH3:19])[CH2:14][O:13][C:12]2=[O:21].[OH-].[Li+].C1COCC1. The catalyst class is: 6. (4) Reactant: C(OC([N:8]1[CH2:13][CH2:12][CH:11]([NH:14][CH2:15][C:16]2[CH:21]=[CH:20][C:19]([OH:22])=[C:18]([O:23][CH3:24])[CH:17]=2)[CH2:10][CH2:9]1)=O)(C)(C)C.Cl. Product: [CH3:24][O:23][C:18]1[CH:17]=[C:16]([CH2:15][NH:14][CH:11]2[CH2:10][CH2:9][NH:8][CH2:13][CH2:12]2)[CH:21]=[CH:20][C:19]=1[OH:22]. The catalyst class is: 135. (5) Reactant: [C:1]1([CH:7]([NH2:9])[CH3:8])[CH:6]=[CH:5][CH:4]=[CH:3][CH:2]=1.[CH3:10][O:11][C:12]1[CH:19]=[CH:18][C:15]([CH:16]=O)=[CH:14][CH:13]=1.[H][H]. Product: [CH3:10][O:11][C:12]1[CH:19]=[CH:18][C:15]([CH2:16][NH:9][CH:7]([C:1]2[CH:6]=[CH:5][CH:4]=[CH:3][CH:2]=2)[CH3:8])=[CH:14][CH:13]=1. The catalyst class is: 43. (6) Reactant: [O:1]1[C:5]2[CH:6]=[CH:7][CH:8]=[CH:9][C:4]=2[N:3]=[C:2]1[C:10]1[CH:11]=[CH:12][C:13]([NH:17][CH:18]2[CH2:23][CH2:22][O:21][CH2:20][CH2:19]2)=[C:14]([CH:16]=1)[NH2:15].Cl.[CH3:25][O:26][C:27]1[CH:28]=[C:29]([CH:35]=[CH:36][CH:37]=1)[C:30](=N)OCC.C(=O)([O-])O.[Na+]. Product: [O:1]1[C:5]2[CH:6]=[CH:7][CH:8]=[CH:9][C:4]=2[N:3]=[C:2]1[C:10]1[CH:11]=[CH:12][C:13]2[N:17]([CH:18]3[CH2:23][CH2:22][O:21][CH2:20][CH2:19]3)[C:30]([C:29]3[CH:35]=[CH:36][CH:37]=[C:27]([O:26][CH3:25])[CH:28]=3)=[N:15][C:14]=2[CH:16]=1. The catalyst class is: 5. (7) Reactant: [C:1]([O:4]/[N:5]=[C:6](/[C:8]1[CH:9]=[CH:10][C:11]([NH:14][C:15](=[O:22])[CH2:16][CH2:17][C:18]([O:20][CH3:21])=[O:19])=[N:12][CH:13]=1)\[NH2:7])(=O)[CH3:2].[F-].C([N+](CCCC)(CCCC)CCCC)CCC. Product: [CH3:2][C:1]1[O:4][N:5]=[C:6]([C:8]2[CH:9]=[CH:10][C:11]([NH:14][C:15](=[O:22])[CH2:16][CH2:17][C:18]([O:20][CH3:21])=[O:19])=[N:12][CH:13]=2)[N:7]=1. The catalyst class is: 7. (8) Reactant: [CH2:1]([O:8][N:9]1[C:15](=[O:16])[N:14]2[CH2:17][C@H:10]1[CH2:11][CH2:12][C@H:13]2[C:18]([O:20]N1C(=O)[C@H]2[C@H]([C@@H]3C[C@H]2C=C3)C1=O)=O)[C:2]1[CH:7]=[CH:6][CH:5]=[CH:4][CH:3]=1.[NH2:33][O:34][CH2:35][C@@H:36]1[CH2:39][CH2:38][N:37]1[C:40]([O:42][C:43]([CH3:46])([CH3:45])[CH3:44])=[O:41]. Product: [CH2:1]([O:8][N:9]1[C:15](=[O:16])[N:14]2[CH2:17][C@H:10]1[CH2:11][CH2:12][C@H:13]2[C:18]([NH:33][O:34][CH2:35][C@@H:36]1[CH2:39][CH2:38][N:37]1[C:40]([O:42][C:43]([CH3:46])([CH3:45])[CH3:44])=[O:41])=[O:20])[C:2]1[CH:3]=[CH:4][CH:5]=[CH:6][CH:7]=1. The catalyst class is: 96.